The task is: Predict which catalyst facilitates the given reaction.. This data is from Catalyst prediction with 721,799 reactions and 888 catalyst types from USPTO. (1) Reactant: Cl.[NH2:2][C:3]1[C:4](=[O:17])[N:5]([CH2:14][CH2:15][CH3:16])[C:6](=[O:13])[N:7]([CH2:10][CH2:11][CH3:12])[C:8]=1[NH2:9].C(N(CC)CC)C.[CH3:25][O:26][C:27](=[O:41])[CH2:28][CH2:29][C:30]12[CH2:37][CH2:36][C:33]([C:38](Cl)=[O:39])([CH2:34][CH2:35]1)[CH2:32][CH2:31]2.O. Product: [CH3:25][O:26][C:27](=[O:41])[CH2:28][CH2:29][C:30]12[CH2:35][CH2:34][C:33]([C:38](=[O:39])[NH:2][C:3]3[C:4](=[O:17])[N:5]([CH2:14][CH2:15][CH3:16])[C:6](=[O:13])[N:7]([CH2:10][CH2:11][CH3:12])[C:8]=3[NH2:9])([CH2:36][CH2:37]1)[CH2:32][CH2:31]2. The catalyst class is: 2. (2) Reactant: [Br:1][C:2]1[CH:11]=[C:10]2[C:5]([CH:6]=[CH:7][NH:8][C:9]2=[O:12])=[CH:4][CH:3]=1.C(=O)([O-])[O-].[K+].[K+].Br[CH2:20][CH2:21][OH:22].O. Product: [Br:1][C:2]1[CH:11]=[C:10]2[C:5]([CH:6]=[CH:7][N:8]([CH2:20][CH2:21][OH:22])[C:9]2=[O:12])=[CH:4][CH:3]=1. The catalyst class is: 9.